From a dataset of Forward reaction prediction with 1.9M reactions from USPTO patents (1976-2016). Predict the product of the given reaction. (1) Given the reactants [H-].[Na+].[F:3][C:4]1[CH:9]=[CH:8][CH:7]=[CH:6][C:5]=1[C:10]1[N:14]=[N:13][N:12]([CH3:15])[C:11]=1[CH2:16][OH:17].Cl[C:19]1[CH:24]=[CH:23][C:22]([I:25])=[CH:21][N:20]=1, predict the reaction product. The product is: [F:3][C:4]1[CH:9]=[CH:8][CH:7]=[CH:6][C:5]=1[C:10]1[N:14]=[N:13][N:12]([CH3:15])[C:11]=1[CH2:16][O:17][C:19]1[CH:24]=[CH:23][C:22]([I:25])=[CH:21][N:20]=1. (2) Given the reactants [O-]P([O-])([O-])=O.[K+].[K+].[K+].I[C:10]1[CH:11]=[N:12][N:13]2[CH2:18][CH2:17][N:16]([C:19]([O:21][C:22]([CH3:25])([CH3:24])[CH3:23])=[O:20])[CH2:15][C:14]=12.[NH:26]1[CH2:30][CH2:29][CH2:28][C:27]1=[O:31].CN[C@@H]1CCCC[C@H]1NC, predict the reaction product. The product is: [O:31]=[C:27]1[CH2:28][CH2:29][CH2:30][N:26]1[C:10]1[CH:11]=[N:12][N:13]2[CH2:18][CH2:17][N:16]([C:19]([O:21][C:22]([CH3:25])([CH3:24])[CH3:23])=[O:20])[CH2:15][C:14]=12. (3) The product is: [CH:1]1([N:5]2[CH2:6][CH2:7][C:8]3([CH2:15][CH2:14][N:13]([C:17]4[CH:26]=[CH:25][C:20]5[N:21]([CH3:24])[CH:22]=[N:23][C:19]=5[CH:18]=4)[CH2:12][CH2:11]3)[CH2:9][CH2:10]2)[CH2:4][CH2:3][CH2:2]1. Given the reactants [CH:1]1([N:5]2[CH2:10][CH2:9][C:8]3([CH2:15][CH2:14][NH:13][CH2:12][CH2:11]3)[CH2:7][CH2:6]2)[CH2:4][CH2:3][CH2:2]1.Br[C:17]1[CH:26]=[CH:25][C:20]2[N:21]([CH3:24])[CH:22]=[N:23][C:19]=2[CH:18]=1.CC([O-])(C)C.[K+], predict the reaction product. (4) Given the reactants [Cl:1][C:2]1[C:10]2[NH:9][N:8]=[CH:7][C:6]=2[C:5]2[CH2:11][N:12]([CH2:18][C:19]([F:22])([F:21])[F:20])[C:13](=[O:17])[C@H:14]([OH:16])[CH2:15][C:4]=2[CH:3]=1.C1COCC1.[H-].[Na+].[O:30]=[C:31]1[C:40]([CH:41]2[CH2:46][CH2:45][N:44]([C:47](OC3C=CC([N+]([O-])=O)=CC=3)=[O:48])[CH2:43][CH2:42]2)=[CH:39][C:38]2[C:33](=[CH:34][CH:35]=[CH:36][CH:37]=2)[NH:32]1, predict the reaction product. The product is: [O:30]=[C:31]1[C:40]([CH:41]2[CH2:42][CH2:43][N:44]([C:47]([O:16][C@H:14]3[C:13](=[O:17])[N:12]([CH2:18][C:19]([F:21])([F:20])[F:22])[CH2:11][C:5]4[C:6]5[CH:7]=[N:8][NH:9][C:10]=5[C:2]([Cl:1])=[CH:3][C:4]=4[CH2:15]3)=[O:48])[CH2:45][CH2:46]2)=[CH:39][C:38]2[C:33](=[CH:34][CH:35]=[CH:36][CH:37]=2)[NH:32]1. (5) Given the reactants Br[C:2]1[S:3][C:4]([Cl:10])=[CH:5][C:6]=1[C:7]([NH2:9])=[O:8].[CH2:11]([O:13][C:14]([C:16]1([C:19]2[CH:24]=[CH:23][C:22]([C:25]3[CH:30]=[CH:29][C:28](B4OC(C)(C)C(C)(C)O4)=[CH:27][N:26]=3)=[CH:21][CH:20]=2)[CH2:18][CH2:17]1)=[O:15])[CH3:12].C(=O)([O-])[O-].[Na+].[Na+], predict the reaction product. The product is: [CH2:11]([O:13][C:14]([C:16]1([C:19]2[CH:24]=[CH:23][C:22]([C:25]3[CH:30]=[CH:29][C:28]([C:2]4[S:3][C:4]([Cl:10])=[CH:5][C:6]=4[C:7](=[O:8])[NH2:9])=[CH:27][N:26]=3)=[CH:21][CH:20]=2)[CH2:17][CH2:18]1)=[O:15])[CH3:12]. (6) Given the reactants [N:1]([O-])=O.[Na+].[CH3:5][O:6][C:7](=[O:15])[C:8]1[CH:13]=[CH:12][C:11]([NH2:14])=[CH:10][CH:9]=1.Cl.[CH3:17][O:18][C:19](=[O:26])[CH2:20][C:21]1[N:22]=[CH:23][NH:24][CH:25]=1, predict the reaction product. The product is: [CH3:5][O:6][C:7](=[O:15])[C:8]1[CH:13]=[CH:12][C:11]([N:14]=[N:1][C:23]2[NH:24][CH:25]=[C:21]([CH2:20][C:19]([O:18][CH3:17])=[O:26])[N:22]=2)=[CH:10][CH:9]=1. (7) The product is: [Br:8][C:6]1[CH:7]=[C:2]([CH:20]([CH:19]2[CH2:17][CH2:18]2)[OH:16])[CH:3]=[N:4][CH:5]=1. Given the reactants Br[C:2]1[CH:3]=[N:4][CH:5]=[C:6]([Br:8])[CH:7]=1.[Cl-].[Li+].C([Mg+])(C)C.[Cl-].[O:16]1[CH2:20][CH2:19][CH2:18][CH2:17]1, predict the reaction product.